Dataset: Full USPTO retrosynthesis dataset with 1.9M reactions from patents (1976-2016). Task: Predict the reactants needed to synthesize the given product. (1) Given the product [Br:32][C:16]1[CH:15]=[CH:14][C:13]2[N:12]([S:9]([C:6]3[CH:5]=[CH:4][C:3]([O:2][CH3:1])=[CH:8][CH:7]=3)(=[O:10])=[O:11])[CH:25]([C:26]3[CH:31]=[CH:30][CH:29]=[CH:28][CH:27]=3)[C:24]3[C:19](=[CH:20][CH:21]=[CH:22][CH:23]=3)[C:18]=2[CH:17]=1, predict the reactants needed to synthesize it. The reactants are: [CH3:1][O:2][C:3]1[CH:8]=[CH:7][C:6]([S:9]([N:12]2[CH:25]([C:26]3[CH:31]=[CH:30][CH:29]=[CH:28][CH:27]=3)[C:24]3[C:19](=[CH:20][CH:21]=[CH:22][CH:23]=3)[C:18]3[CH:17]=[CH:16][CH:15]=[CH:14][C:13]2=3)(=[O:11])=[O:10])=[CH:5][CH:4]=1.[Br:32]Br.O.[Cl-].[Na+]. (2) Given the product [CH2:2]([N:6]1[C:10]([CH3:11])=[C:9]([CH3:12])[S:8]/[C:7]/1=[CH:13]\[C:17]([C:16]1[C:15]([F:14])=[CH:23][CH:22]=[CH:21][C:20]=1[F:24])=[O:18])[CH2:3][CH2:4][CH3:5], predict the reactants needed to synthesize it. The reactants are: [I-].[CH2:2]([N+:6]1[C:10]([CH3:11])=[C:9]([CH3:12])[S:8][C:7]=1[CH3:13])[CH2:3][CH2:4][CH3:5].[F:14][C:15]1[CH:23]=[CH:22][CH:21]=[C:20]([F:24])[C:16]=1[C:17](Cl)=[O:18]. (3) Given the product [CH:1]1([N:6]2[CH2:12][C:11]3([CH2:14][CH2:13]3)[C:10](=[O:15])[N:9]([CH3:16])[C:8]3[CH:17]=[N:18][C:19]([NH:21][C:22]4[CH:30]=[CH:29][C:25]([C:26]([NH:84][C@H:81]5[CH2:82][CH2:83][C@H:78]([N:74]6[CH2:75][CH2:76][O:49][CH2:72][CH2:73]6)[CH2:79][CH2:80]5)=[O:28])=[CH:24][C:23]=4[O:31][CH3:32])=[N:20][C:7]2=3)[CH2:2][CH2:3][CH2:4][CH2:5]1, predict the reactants needed to synthesize it. The reactants are: [CH:1]1([N:6]2[CH2:12][C:11]3([CH2:14][CH2:13]3)[C:10](=[O:15])[N:9]([CH3:16])[C:8]3[CH:17]=[N:18][C:19]([NH:21][C:22]4[CH:30]=[CH:29][C:25]([C:26]([OH:28])=O)=[CH:24][C:23]=4[O:31][CH3:32])=[N:20][C:7]2=3)[CH2:5][CH2:4][CH2:3][CH2:2]1.CCN(C(C)C)C(C)C.CN(C([O:49]N1N=NC2C=CC=CC1=2)=[N+](C)C)C.[B-](F)(F)(F)F.C(N1C[CH2:76][CH2:75][N:74]([CH:78]2[CH2:83][CH2:82][CH:81]([NH2:84])[CH2:80][CH2:79]2)[CH2:73][CH2:72]1)C1C=CC=CC=1.